Dataset: Reaction yield outcomes from USPTO patents with 853,638 reactions. Task: Predict the reaction yield, written as a fraction of the theoretical maximum amount of product (1.0 means a 100% yield; for example, 0.34 means a 34% yield). (1) The reactants are [O:1]=[C:2]1[N:10]([CH2:11][CH2:12][CH3:13])[C:9]2[N:8]=[C:7]([C:14]34[CH2:21][CH2:20][C:17]([CH2:22][CH2:23][C:24]5[N:28](CCC#N)[N:27]=[N:26][N:25]=5)([CH2:18][CH2:19]3)[CH2:16][CH2:15]4)[NH:6][C:5]=2[C:4](=[O:33])[N:3]1[CH2:34][CH2:35][CH3:36].[OH-].[Na+]. The catalyst is C1COCC1. The product is [CH2:34]([N:3]1[C:4](=[O:33])[C:5]2[NH:6][C:7]([C:14]34[CH2:15][CH2:16][C:17]([CH2:22][CH2:23][C:24]5[NH:28][N:27]=[N:26][N:25]=5)([CH2:18][CH2:19]3)[CH2:20][CH2:21]4)=[N:8][C:9]=2[N:10]([CH2:11][CH2:12][CH3:13])[C:2]1=[O:1])[CH2:35][CH3:36]. The yield is 0.410. (2) The reactants are [F:1][C:2]([F:16])([F:15])[C:3]1[CH:14]=[CH:13][C:6]([CH2:7][CH:8]([C:11]#[N:12])[C:9]#[N:10])=[CH:5][CH:4]=1.[H-].[Na+].Br[CH2:20][CH2:21][F:22]. The catalyst is CN(C)C=O. The product is [F:22][CH2:21][CH2:20][C:8]([CH2:7][C:6]1[CH:5]=[CH:4][C:3]([C:2]([F:15])([F:16])[F:1])=[CH:14][CH:13]=1)([C:11]#[N:12])[C:9]#[N:10]. The yield is 0.480. (3) The reactants are [Br:1][C:2]1[CH:7]=[C:6]([C:8](=O)[CH3:9])[C:5](F)=[CH:4][N:3]=1.O.[NH2:13][NH2:14]. The catalyst is C(O)CO. The product is [Br:1][C:2]1[CH:7]=[C:6]2[C:8]([CH3:9])=[N:14][NH:13][C:5]2=[CH:4][N:3]=1. The yield is 0.740. (4) The reactants are [Cl:1][C:2]1[CH:3]=[C:4]([CH:18]=[CH:19][C:20]=1[Cl:21])[CH2:5][C:6]1[CH:7]=[N:8][C:9]2[N:10]([N:12]=[CH:13][C:14]=2[C:15]([OH:17])=O)[CH:11]=1.[NH2:22][CH2:23][CH2:24][NH:25][C:26](=[O:32])[O:27][C:28]([CH3:31])([CH3:30])[CH3:29].CN(C(ON1N=NC2C=CC=CC1=2)=[N+](C)C)C.[B-](F)(F)(F)F.C(N(CC)CC)C. The catalyst is CN(C=O)C. The product is [C:28]([O:27][C:26](=[O:32])[NH:25][CH2:24][CH2:23][NH:22][C:15]([C:14]1[CH:13]=[N:12][N:10]2[CH:11]=[C:6]([CH2:5][C:4]3[CH:18]=[CH:19][C:20]([Cl:21])=[C:2]([Cl:1])[CH:3]=3)[CH:7]=[N:8][C:9]=12)=[O:17])([CH3:31])([CH3:29])[CH3:30]. The yield is 0.860.